Predict the reaction yield, written as a fraction of the theoretical maximum amount of product (1.0 means a 100% yield; for example, 0.34 means a 34% yield). From a dataset of Reaction yield outcomes from USPTO patents with 853,638 reactions. (1) The yield is 0.700. The product is [CH2:9]([O:11][C:12]([C@@:14]1([NH:19][C:20]([N:38]2[CH2:39][C@H:40]([OH:42])[CH2:41][C@H:37]2[C:35](=[O:36])[N:34]([CH2:28][CH2:29][CH2:30][CH2:31][CH:32]=[CH2:33])[CH3:43])=[O:21])[CH2:16][C@@H:15]1[CH:17]=[CH2:18])=[O:13])[CH3:10]. The catalyst is C(Cl)Cl. The reactants are C(N(CC)CC)C.[I-].[CH2:9]([O:11][C:12]([C@@:14]1([NH:19][C:20](N2C=C[N+](C)=C2)=[O:21])[CH2:16][C@H:15]1[CH:17]=[CH2:18])=[O:13])[CH3:10].[CH2:28]([N:34]([CH3:43])[C:35]([C@@H:37]1[CH2:41][C@@H:40]([OH:42])[CH2:39][NH:38]1)=[O:36])[CH2:29][CH2:30][CH2:31][CH:32]=[CH2:33]. (2) The reactants are C(NC(C)C)(C)C.C([Li])CCC.C([N-]C(C)C)(C)C.[Li+].[CH2:21]([C@H:28]1[CH2:32][O:31][C:30](=[O:33])[N:29]1[C:34](=[O:37])[CH2:35][CH3:36])[C:22]1[CH:27]=[CH:26][CH:25]=[CH:24][CH:23]=1.[O:38]=[C:39]1[CH2:42][N:41]([C:43]([O:45][CH2:46][C:47]2[CH:52]=[CH:51][CH:50]=[CH:49][CH:48]=2)=[O:44])[CH2:40]1. The catalyst is C1COCC1. The product is [OH:38][C:39]1([C@@H:35]([CH3:36])[C:34](=[O:37])[N:29]2[C@@H:28]([CH2:21][C:22]3[CH:23]=[CH:24][CH:25]=[CH:26][CH:27]=3)[CH2:32][O:31][C:30]2=[O:33])[CH2:42][N:41]([C:43]([O:45][CH2:46][C:47]2[CH:52]=[CH:51][CH:50]=[CH:49][CH:48]=2)=[O:44])[CH2:40]1. The yield is 0.360. (3) The reactants are [F:1][C:2]1[CH:3]=[C:4]([CH:39]=[C:40]([F:42])[CH:41]=1)[C:5]([C:7]1[CH:8]=[C:9]2[C:13](=[CH:14][CH:15]=1)[NH:12][N:11]=[C:10]2[NH:16][C:17](=[O:38])[C:18]1[CH:23]=[CH:22][C:21]([N:24]2[CH2:29][CH2:28][N:27]([CH3:30])[CH2:26][CH2:25]2)=[CH:20][C:19]=1[NH:31][CH:32]1[CH2:37][CH2:36][O:35][CH2:34][CH2:33]1)=[O:6].[BH4-].[Na+]. The catalyst is C(O)(C)C. The product is [F:1][C:2]1[CH:3]=[C:4]([CH:5]([OH:6])[C:7]2[CH:8]=[C:9]3[C:13](=[CH:14][CH:15]=2)[NH:12][N:11]=[C:10]3[NH:16][C:17](=[O:38])[C:18]2[CH:23]=[CH:22][C:21]([N:24]3[CH2:29][CH2:28][N:27]([CH3:30])[CH2:26][CH2:25]3)=[CH:20][C:19]=2[NH:31][CH:32]2[CH2:37][CH2:36][O:35][CH2:34][CH2:33]2)[CH:39]=[C:40]([F:42])[CH:41]=1. The yield is 0.450. (4) The reactants are [CH3:1][C:2]1([CH3:15])[C:11]2[C:6]3=[C:7]([NH:12][C:13](=[O:14])[N:5]3[CH2:4][CH2:3]1)[CH:8]=[CH:9][CH:10]=2.C(=O)([O-])[O-].[Cs+].[Cs+].C(Br)C=C(C)C.Br[CH2:29][CH2:30][C@H:31]([CH3:38])[CH2:32][CH2:33][CH:34]=[C:35]([CH3:37])[CH3:36].O. The catalyst is CN(C=O)C. The product is [CH3:38][C@H:31]([CH2:32][CH2:33][CH:34]=[C:35]([CH3:37])[CH3:36])[CH2:30][CH2:29][N:12]1[C:7]2=[C:6]3[C:11](=[CH:10][CH:9]=[CH:8]2)[C:2]([CH3:15])([CH3:1])[CH2:3][CH2:4][N:5]3[C:13]1=[O:14]. The yield is 0.650. (5) The reactants are [Cl:1][C:2]1[N:7]=[C:6](Cl)[CH:5]=[CH:4][N:3]=1.[N+:9]([C:12]1[CH:13]=[C:14]([CH:16]=[CH:17][CH:18]=1)[NH2:15])([O-:11])=[O:10].C(N(C(C)C)C(C)C)C. The catalyst is CC(O)C.O. The product is [Cl:1][C:2]1[N:7]=[C:6]([NH:15][C:14]2[CH:16]=[CH:17][CH:18]=[C:12]([N+:9]([O-:11])=[O:10])[CH:13]=2)[CH:5]=[CH:4][N:3]=1. The yield is 0.120. (6) The yield is 0.790. The product is [F:1][C:2]1[CH:7]=[CH:6][C:5]([C:8]([C:11]2[CH:16]=[C:15]([O:17][C:18]([F:22])([F:23])[CH:19]([F:21])[F:20])[CH:14]=[C:13]([F:24])[CH:12]=2)([N+:9]#[C-:10])[CH2:29][C:30]2[CH:35]=[CH:34][C:33]([C:42]([O:41][CH3:40])=[O:43])=[CH:32][CH:31]=2)=[CH:4][C:3]=1[O:25][CH:26]([CH3:28])[CH3:27]. The reactants are [F:1][C:2]1[CH:7]=[CH:6][C:5]([CH:8]([C:11]2[CH:16]=[C:15]([O:17][C:18]([F:23])([F:22])[CH:19]([F:21])[F:20])[CH:14]=[C:13]([F:24])[CH:12]=2)[N+:9]#[C-:10])=[CH:4][C:3]=1[O:25][CH:26]([CH3:28])[CH3:27].[CH2:29](Br)[C:30]1[CH:35]=[CH:34][CH:33]=[CH:32][CH:31]=1.[OH-].[K+].C[CH2:40][O:41][C:42](C)=[O:43]. The catalyst is C1(C)C=CC=CC=1.[Br-].C([N+](CCCC)(CCCC)CCCC)CCC. (7) The reactants are [S:1]1[CH2:5][CH2:4][NH:3][CH:2]1[CH2:6][C:7]([O:9][CH2:10][CH3:11])=[O:8].[C:12](O)(=[O:19])[C:13]1[CH:18]=[CH:17][CH:16]=[CH:15][CH:14]=1.C(Cl)CCl. The catalyst is CN(C1C=CN=CC=1)C.C(Cl)Cl. The product is [C:12]([N:3]1[CH2:4][CH2:5][S:1][CH:2]1[CH2:6][C:7]([O:9][CH2:10][CH3:11])=[O:8])(=[O:19])[C:13]1[CH:18]=[CH:17][CH:16]=[CH:15][CH:14]=1. The yield is 0.530.